This data is from Experimentally validated miRNA-target interactions with 360,000+ pairs, plus equal number of negative samples. The task is: Binary Classification. Given a miRNA mature sequence and a target amino acid sequence, predict their likelihood of interaction. (1) The miRNA is hsa-miR-1266-5p with sequence CCUCAGGGCUGUAGAACAGGGCU. The protein sequence of the target gene is MAAPAVSGLSRQVRCFSTSVVRPFAKLVRPPVQVYGIEGRYATALYSAASKQNKLEQVEKELLRVAQILKEPKVAASVLNPYVKRSIKVKSLNDITAKERFSPLTTNLINLLAENGRLSNTQGVVSAFSTMMSVHRGEVPCTVTSASPLEEATLSELKTVLKSFLSQGQVLKLEAKTDPSILGGMIVRIGEKYVDMSVKTKIQKLGRAMREIV. Result: 0 (no interaction). (2) The miRNA is gga-miR-9-5p with sequence UCUUUGGUUAUCUAGCUGUAUGA. The protein sequence of the target gene is MGELCRRDSALTALDEETLWEMMESHRHRIVRCICPSRLTPYLRQAKVLCQLDEEEVLHSPRLTNSAMRAGHLLDLLKTRGKNGAIAFLESLKFHNPDVYTLVTGLQPDVDFSNFSGLMETSKLTECLAGAIGSLQEELNQEKGQKEVLLRRCQQLQEHLGLAETRAEGLHQLEADHSRMKREVSAHFHEVLRLKDEMLSLSLHYSNALQEKELAASRCRSLQEELYLLKQELQRANMVSSCELELQEQSLRTASDQESGDEELNRLKEENEKLRSLTFSLAEKDILEQSLDEARGSRQE.... Result: 0 (no interaction). (3) The miRNA is hsa-miR-486-5p with sequence UCCUGUACUGAGCUGCCCCGAG. The protein sequence of the target gene is MATSLGSNTYNRQNWEDADFPILCQTCLGENPYIRMTKEKYGKECKICARPFTVFRWCPGVRMRFKKTEVCQTCSKLKNVCQTCLLDLEYGLPIQVRDAGLSFKDDMPKSDVNKEYYTQNMEREISNSDGTRPVGMLGKATSTSDMLLKLARTTPYYKRNRPHICSFWVKGECKRGEECPYRHEKPTDPDDPLADQNIKDRYYGINDPVADKLLKRASTMPRLDPPEDKTITTLYVGGLGDTITETDLRNHFYQFGEIRTITVVQRQQCAFIQFATRQAAEVAAEKSFNKLIVNGRRLNV.... Result: 1 (interaction).